From a dataset of Catalyst prediction with 721,799 reactions and 888 catalyst types from USPTO. Predict which catalyst facilitates the given reaction. (1) Reactant: [I:1][C:2]1[CH:3]=[C:4]([N+:9]([O-:11])=[O:10])[C:5](Cl)=[N:6][CH:7]=1.[F-:12].[K+].CN(C=O)C. Product: [I:1][C:2]1[CH:3]=[C:4]([N+:9]([O-:11])=[O:10])[C:5]([F:12])=[N:6][CH:7]=1. The catalyst class is: 170. (2) Reactant: [CH2:1]([O:3][C:4]1[C:9]([O:10][CH3:11])=[CH:8][C:7]([C:12]2[CH:55]=[CH:54][C:15]([C:16]([N:18]3[CH2:23][CH2:22][N:21]([CH2:24][CH2:25][CH2:26][N:27]4[CH2:32][CH2:31][N:30]([C:33](=[O:53])[C:34]5[CH:39]=[CH:38][C:37]([C:40]6[CH:45]=[C:44]([O:46][CH3:47])[C:43]([O:48][CH2:49][CH3:50])=[C:42]([O:51][CH3:52])[CH:41]=6)=[CH:36][CH:35]=5)[CH2:29][CH2:28]4)[CH2:20][CH2:19]3)=[O:17])=[CH:14][CH:13]=2)=[CH:6][C:5]=1[O:56][CH3:57])[CH3:2].[CH3:58][S:59]([OH:62])(=[O:61])=[O:60].C(OCC)C. Product: [CH3:58][S:59]([OH:62])(=[O:61])=[O:60].[CH3:58][S:59]([OH:62])(=[O:61])=[O:60].[CH2:1]([O:3][C:4]1[C:5]([O:56][CH3:57])=[CH:6][C:7]([C:12]2[CH:55]=[CH:54][C:15]([C:16]([N:18]3[CH2:23][CH2:22][N:21]([CH2:24][CH2:25][CH2:26][N:27]4[CH2:32][CH2:31][N:30]([C:33](=[O:53])[C:34]5[CH:35]=[CH:36][C:37]([C:40]6[CH:41]=[C:42]([O:51][CH3:52])[C:43]([O:48][CH2:49][CH3:50])=[C:44]([O:46][CH3:47])[CH:45]=6)=[CH:38][CH:39]=5)[CH2:29][CH2:28]4)[CH2:20][CH2:19]3)=[O:17])=[CH:14][CH:13]=2)=[CH:8][C:9]=1[O:10][CH3:11])[CH3:2]. The catalyst class is: 5. (3) Reactant: FC(F)(F)S(O[C:7]1[CH2:12][CH2:11][CH:10]([C:13]([CH3:16])([CH3:15])[CH3:14])[CH2:9][CH:8]=1)(=O)=O.[CH3:19][O:20][C:21]([C:23]1[CH:28]=[CH:27][C:26](B(O)O)=[CH:25][CH:24]=1)=[O:22].C(Cl)Cl.[F-].[Cs+]. Product: [C:13]([CH:10]1[CH2:11][CH2:12][C:7]([C:26]2[CH:27]=[CH:28][C:23]([C:21]([O:20][CH3:19])=[O:22])=[CH:24][CH:25]=2)=[CH:8][CH2:9]1)([CH3:16])([CH3:15])[CH3:14]. The catalyst class is: 75. (4) Reactant: [Cl:1][C:2]1[C:7]2[N:8]=[CH:9][NH:10][C:6]=2[CH:5]=[C:4]([NH:11][C:12]2[NH:13][CH2:14][CH2:15][N:16]=2)[CH:3]=1.[Br:17]Br.N.CO.CCOC(C)=O. Product: [Br:17][C:5]1[C:6]2[NH:10][CH:9]=[N:8][C:7]=2[C:2]([Cl:1])=[CH:3][C:4]=1[NH:11][C:12]1[NH:13][CH2:14][CH2:15][N:16]=1. The catalyst class is: 52. (5) Reactant: [Br:1][C:2]1[CH:17]=[CH:16][C:5]2[S:6](=[O:15])(=[O:14])[C:7]3([C:12](=[O:13])[C:4]=2[CH:3]=1)[CH2:11][CH2:10][CH2:9][CH2:8]3.[BH4-].[Na+]. Product: [Br:1][C:2]1[CH:17]=[CH:16][C:5]2[S:6](=[O:15])(=[O:14])[C:7]3([CH:12]([OH:13])[C:4]=2[CH:3]=1)[CH2:11][CH2:10][CH2:9][CH2:8]3. The catalyst class is: 5. (6) The catalyst class is: 357. Product: [C:21]([OH:28])(=[O:27])/[CH:22]=[CH:23]/[C:24]([OH:26])=[O:25].[CH3:1][O:2][C:3]1[C:13]2[CH:12]([C:14]3[CH:19]=[CH:18][CH:17]=[CH:16][CH:15]=3)[CH2:11][CH2:10][N:9]([CH3:20])[CH2:8][C:7]=2[CH:6]=[CH:5][CH:4]=1. Reactant: [CH3:1][O:2][C:3]1[C:13]2[CH:12]([C:14]3[CH:19]=[CH:18][CH:17]=[CH:16][CH:15]=3)[CH2:11][CH2:10][N:9]([CH3:20])[CH2:8][C:7]=2[CH:6]=[CH:5][CH:4]=1.[C:21]([OH:28])(=[O:27])/[CH:22]=[CH:23]/[C:24]([OH:26])=[O:25]. (7) Reactant: [C:1]1([SH:7])[CH:6]=[CH:5][CH:4]=[CH:3][CH:2]=1.C(=O)([O-])[O-].[Cs+].[Cs+].[F-].[Cs+].Cl[CH2:17][C:18]1[CH:23]=[CH:22][CH:21]=[CH:20][N:19]=1. The catalyst class is: 3. Product: [C:1]1([S:7][CH2:17][C:18]2[CH:23]=[CH:22][CH:21]=[CH:20][N:19]=2)[CH:6]=[CH:5][CH:4]=[CH:3][CH:2]=1.